Dataset: Reaction yield outcomes from USPTO patents with 853,638 reactions. Task: Predict the reaction yield, written as a fraction of the theoretical maximum amount of product (1.0 means a 100% yield; for example, 0.34 means a 34% yield). (1) The reactants are [F:1][C:2]1[C:3]([CH2:10][CH2:11][OH:12])=[C:4]([OH:9])[CH:5]=[CH:6][C:7]=1[F:8].C([O-])([O-])=O.[K+].[K+].Br[CH2:20][C:21]1[CH:26]=[CH:25][CH:24]=[CH:23][CH:22]=1.O. The catalyst is CC(C)=O. The product is [CH2:20]([O:9][C:4]1[C:3]([CH2:10][CH2:11][OH:12])=[C:2]([F:1])[C:7]([F:8])=[CH:6][CH:5]=1)[C:21]1[CH:26]=[CH:25][CH:24]=[CH:23][CH:22]=1. The yield is 0.830. (2) The reactants are [ClH:1].[O:2]=[C:3]1[NH:12][C:11]2[N:10]=[CH:9][C:8](/[CH:13]=[CH:14]/[C:15]([OH:17])=O)=[CH:7][C:6]=2[CH2:5][CH2:4]1.Cl.[CH3:19][N:20]1CC2C=C(/C=C/C(O)=O)C=NC=2NC(=O)C1.[CH2:37]([O:39][C:40]1[C:48]([O:49][CH3:50])=[CH:47][CH:46]=[CH:45][C:41]=1[CH2:42]CN)[CH3:38].CNCC1C=CC2C(=CC=CC=2)C=1CCC. No catalyst specified. The product is [ClH:1].[CH2:37]([O:39][C:40]1[C:48]([O:49][CH3:50])=[CH:47][CH:46]=[CH:45][C:41]=1[CH2:42][N:20]([CH3:19])[C:15](=[O:17])/[CH:14]=[CH:13]/[C:8]1[CH:9]=[N:10][C:11]2[NH:12][C:3](=[O:2])[CH2:4][CH2:5][C:6]=2[CH:7]=1)[CH3:38]. The yield is 0.880. (3) The reactants are [CH3:1][O:2][C:3]1[C:4](=[O:9])[NH:5][CH:6]=[CH:7][CH:8]=1.[CH2:10](Br)[C:11]#[CH:12].C([O-])([O-])=O.[K+].[K+].C(Cl)Cl. The catalyst is CN(C=O)C.CC(C)=O. The product is [CH2:12]([N:5]1[CH:6]=[CH:7][CH:8]=[C:3]([O:2][CH3:1])[C:4]1=[O:9])[C:11]#[CH:10]. The yield is 0.600. (4) The reactants are [NH2:1][N:2]1[C:10]2[C:5](=[N:6][CH:7]=[C:8]([C:11]3[CH:12]=[N:13][N:14]([CH:16]4[CH2:21][CH2:20][N:19]([C:22]([O:24][C:25]([CH3:28])([CH3:27])[CH3:26])=[O:23])[CH2:18][CH2:17]4)[CH:15]=3)[CH:9]=2)[CH:4]=[CH:3]1.[Cl:29][C:30]1[C:37]([F:38])=[CH:36][CH:35]=[C:34]([Cl:39])[C:31]=1[CH:32]=O. The catalyst is CCCCCCC. The product is [Cl:29][C:30]1[C:37]([F:38])=[CH:36][CH:35]=[C:34]([Cl:39])[C:31]=1/[CH:32]=[N:1]/[N:2]1[C:10]2[C:5](=[N:6][CH:7]=[C:8]([C:11]3[CH:12]=[N:13][N:14]([CH:16]4[CH2:21][CH2:20][N:19]([C:22]([O:24][C:25]([CH3:28])([CH3:27])[CH3:26])=[O:23])[CH2:18][CH2:17]4)[CH:15]=3)[CH:9]=2)[CH:4]=[CH:3]1. The yield is 0.870.